This data is from Reaction yield outcomes from USPTO patents with 853,638 reactions. The task is: Predict the reaction yield, written as a fraction of the theoretical maximum amount of product (1.0 means a 100% yield; for example, 0.34 means a 34% yield). The reactants are [Cl:1][C:2]1[CH:7]=[CH:6][C:5]([C:8]2[O:12][C:11]([C:13]([F:16])([F:15])[F:14])=[C:10]([C:17](Cl)=[O:18])[CH:9]=2)=[CH:4][CH:3]=1.[F:20][C:21]1[CH:22]=[C:23]([NH2:31])[CH:24]=[C:25]([C:27]([F:30])([F:29])[F:28])[CH:26]=1.C(N(CC)C(C)C)(C)C.Cl.C([O-])(O)=O.[Na+]. The catalyst is ClCCl. The product is [F:20][C:21]1[CH:22]=[C:23]([NH:31][C:17]([C:10]2[CH:9]=[C:8]([C:5]3[CH:6]=[CH:7][C:2]([Cl:1])=[CH:3][CH:4]=3)[O:12][C:11]=2[C:13]([F:16])([F:15])[F:14])=[O:18])[CH:24]=[C:25]([C:27]([F:29])([F:30])[F:28])[CH:26]=1. The yield is 0.240.